This data is from Forward reaction prediction with 1.9M reactions from USPTO patents (1976-2016). The task is: Predict the product of the given reaction. (1) Given the reactants [NH2:1][N:2]1[C:10]2[C:5](=[N:6][CH:7]=[C:8]([C:11]3[CH:12]=[N:13][N:14]([CH:16]4[CH2:21][CH2:20][N:19]([C:22]([O:24][C:25]([CH3:28])([CH3:27])[CH3:26])=[O:23])[CH2:18][CH2:17]4)[CH:15]=3)[CH:9]=2)[CH:4]=[CH:3]1.[Cl:29][C:30]1[C:37]([F:38])=[CH:36][CH:35]=[C:34]([Cl:39])[C:31]=1[CH:32]=O, predict the reaction product. The product is: [Cl:29][C:30]1[C:37]([F:38])=[CH:36][CH:35]=[C:34]([Cl:39])[C:31]=1/[CH:32]=[N:1]/[N:2]1[C:10]2[C:5](=[N:6][CH:7]=[C:8]([C:11]3[CH:12]=[N:13][N:14]([CH:16]4[CH2:21][CH2:20][N:19]([C:22]([O:24][C:25]([CH3:28])([CH3:27])[CH3:26])=[O:23])[CH2:18][CH2:17]4)[CH:15]=3)[CH:9]=2)[CH:4]=[CH:3]1. (2) Given the reactants [CH3:1][N:2]1[C:6]2[C:7]([CH:11]=[CH2:12])=[CH:8][CH:9]=[CH:10][C:5]=2[N:4]=[C:3]1[NH2:13].C1COCC1.[CH2:19]([O:26][C:27](N1C(=O)C2C(=CC=CC=2)C1=O)=[O:28])[C:20]1[CH:25]=[CH:24][CH:23]=[CH:22][CH:21]=1, predict the reaction product. The product is: [CH2:19]([O:26][C:27](=[O:28])/[N:13]=[C:3]1\[NH:4][C:5]2[CH:10]=[CH:9][CH:8]=[C:7]([CH:11]=[CH2:12])[C:6]=2[N:2]\1[CH3:1])[C:20]1[CH:25]=[CH:24][CH:23]=[CH:22][CH:21]=1. (3) Given the reactants [C:1]1([C:7]2[O:11][CH:10]=[N:9][C:8]=2[C:12]([OH:14])=O)[CH:6]=[CH:5][CH:4]=[CH:3][CH:2]=1.C(Cl)(=O)C(Cl)=O.[Cl:21][C:22]1[CH:23]=[C:24]([N:28]2[CH2:33][CH2:32][NH:31][CH2:30][CH2:29]2)[CH:25]=[CH:26][CH:27]=1.C(N(CC)CC)C, predict the reaction product. The product is: [Cl:21][C:22]1[CH:23]=[C:24]([N:28]2[CH2:33][CH2:32][N:31]([C:12]([C:8]3[N:9]=[CH:10][O:11][C:7]=3[C:1]3[CH:2]=[CH:3][CH:4]=[CH:5][CH:6]=3)=[O:14])[CH2:30][CH2:29]2)[CH:25]=[CH:26][CH:27]=1. (4) Given the reactants Br[C:2]1[CH:14]=[CH:13][C:5]([CH2:6][CH2:7][NH:8][S:9]([CH3:12])(=[O:11])=[O:10])=[CH:4][CH:3]=1.[B:15]1([B:15]2[O:19][C:18]([CH3:21])([CH3:20])[C:17]([CH3:23])([CH3:22])[O:16]2)[O:19][C:18]([CH3:21])([CH3:20])[C:17]([CH3:23])([CH3:22])[O:16]1.C([O-])(=O)C.[K+].N#N, predict the reaction product. The product is: [CH3:22][C:17]1([CH3:23])[C:18]([CH3:21])([CH3:20])[O:19][B:15]([C:2]2[CH:14]=[CH:13][C:5]([CH2:6][CH2:7][NH:8][S:9]([CH3:12])(=[O:11])=[O:10])=[CH:4][CH:3]=2)[O:16]1.